Dataset: Full USPTO retrosynthesis dataset with 1.9M reactions from patents (1976-2016). Task: Predict the reactants needed to synthesize the given product. (1) The reactants are: Cl.[NH2:2][C:3]1[S:4][C:5]([Cl:8])=[CH:6][N:7]=1.N1C=CC=CC=1.Cl[C:16]([O:18][C:19]1[CH:24]=[CH:23][C:22]([N+:25]([O-:27])=[O:26])=[CH:21][CH:20]=1)=[O:17]. Given the product [Cl:8][C:5]1[S:4][C:3]([NH:2][C:16](=[O:17])[O:18][C:19]2[CH:20]=[CH:21][C:22]([N+:25]([O-:27])=[O:26])=[CH:23][CH:24]=2)=[N:7][CH:6]=1, predict the reactants needed to synthesize it. (2) Given the product [CH3:1][NH:2][C:3]1[CH:8]=[CH:7][N:6]2[CH:11]=[C:12]([C:14]3[CH:19]=[CH:18][C:17]([S:20][CH3:21])=[CH:16][CH:15]=3)[N:9]=[C:5]2[CH:4]=1, predict the reactants needed to synthesize it. The reactants are: [CH3:1][NH:2][C:3]1[CH:8]=[CH:7][N:6]=[C:5]([NH2:9])[CH:4]=1.Br[CH2:11][C:12]([C:14]1[CH:19]=[CH:18][C:17]([S:20][CH3:21])=[CH:16][CH:15]=1)=O. (3) Given the product [OH:39][C:38]([C:40]([OH:42])=[O:41])([CH2:43][C:44]([OH:46])=[O:45])[CH2:37][C:36]([OH:48])=[O:47].[OH:1][NH:2][C:3]([C:5]1([S:15]([C:18]2[CH:23]=[CH:22][C:21]([O:24][C:25]3[CH:26]=[CH:27][C:28]([O:31][C:32]([F:35])([F:33])[F:34])=[CH:29][CH:30]=3)=[CH:20][CH:19]=2)(=[O:17])=[O:16])[CH2:6][CH2:7][N:8]([CH2:11][CH2:12][O:13][CH3:14])[CH2:9][CH2:10]1)=[O:4], predict the reactants needed to synthesize it. The reactants are: [OH:1][NH:2][C:3]([C:5]1([S:15]([C:18]2[CH:23]=[CH:22][C:21]([O:24][C:25]3[CH:30]=[CH:29][C:28]([O:31][C:32]([F:35])([F:34])[F:33])=[CH:27][CH:26]=3)=[CH:20][CH:19]=2)(=[O:17])=[O:16])[CH2:10][CH2:9][N:8]([CH2:11][CH2:12][O:13][CH3:14])[CH2:7][CH2:6]1)=[O:4].[C:36]([OH:48])(=[O:47])[CH2:37][C:38]([CH2:43][C:44]([OH:46])=[O:45])([C:40]([OH:42])=[O:41])[OH:39]. (4) Given the product [Br:1][C:2]1[CH:7]=[N+:6]([O-:13])[C:5]([C:8]([N:10]([CH3:12])[CH3:11])=[O:9])=[CH:4][CH:3]=1, predict the reactants needed to synthesize it. The reactants are: [Br:1][C:2]1[CH:3]=[CH:4][C:5]([C:8]([N:10]([CH3:12])[CH3:11])=[O:9])=[N:6][CH:7]=1.[OH:13]O.